From a dataset of Forward reaction prediction with 1.9M reactions from USPTO patents (1976-2016). Predict the product of the given reaction. (1) Given the reactants [C:1]([C:3]1[CH:30]=[CH:29][C:6]([C:7]([NH:9][NH:10][C:11](=[O:28])[C@H:12]([NH:16][C:17]2[C:25]3[CH:24]=[CH:23][S:22][C:21]=3[C:20]([C:26]#[N:27])=[CH:19][CH:18]=2)[C@@H:13]([OH:15])[CH3:14])=[O:8])=[CH:5][CH:4]=1)#[N:2].N1C=CN=C1.[CH3:36][C:37]([Si:40](Cl)([CH3:42])[CH3:41])([CH3:39])[CH3:38], predict the reaction product. The product is: [Si:40]([O:15][C@@H:13]([CH3:14])[C@@H:12]([NH:16][C:17]1[C:25]2[CH:24]=[CH:23][S:22][C:21]=2[C:20]([C:26]#[N:27])=[CH:19][CH:18]=1)[C:11]([NH:10][NH:9][C:7](=[O:8])[C:6]1[CH:5]=[CH:4][C:3]([C:1]#[N:2])=[CH:30][CH:29]=1)=[O:28])([C:37]([CH3:39])([CH3:38])[CH3:36])([CH3:42])[CH3:41]. (2) The product is: [CH3:16][C:2]1([CH3:1])[CH2:7][CH2:6][CH2:5][CH:4]([CH:8]([O:10][C:11]([CH3:15])([CH3:14])[CH2:12][O:13][C:20](=[O:21])[CH2:19][O:18][CH3:17])[CH3:9])[CH2:3]1. Given the reactants [CH3:1][C:2]1([CH3:16])[CH2:7][CH2:6][CH2:5][CH:4]([CH:8]([O:10][C:11]([CH3:15])([CH3:14])[CH2:12][OH:13])[CH3:9])[CH2:3]1.[CH3:17][O:18][C:19](=O)[CH2:20][O:21]C.C[O-].[Na+], predict the reaction product. (3) Given the reactants [Cl:1][C:2]1[CH:3]=[C:4]2[C:8](=[CH:9][CH:10]=1)[NH:7][C:6]1[CH:11]([C:16]([O:18]C)=O)[CH2:12][CH2:13][CH2:14][CH2:15][C:5]2=1.[NH3:20], predict the reaction product. The product is: [Cl:1][C:2]1[CH:3]=[C:4]2[C:8](=[CH:9][CH:10]=1)[NH:7][C:6]1[CH:11]([C:16]([NH2:20])=[O:18])[CH2:12][CH2:13][CH2:14][CH2:15][C:5]2=1. (4) Given the reactants [C:1]12[C:7](=[CH:8][CH:9]=[CH:10][CH:11]=1)[NH:6][C:5](=[O:12])[O:4][C:2]2=[O:3].Cl.Cl[CH2:15][C:16]1[CH:21]=[CH:20][CH:19]=[CH:18][N:17]=1.[H-].[Na+].O, predict the reaction product. The product is: [N:17]1[CH:18]=[CH:19][CH:20]=[CH:21][C:16]=1[CH2:15][N:6]1[C:7]2[CH:8]=[CH:9][CH:10]=[CH:11][C:1]=2[C:2](=[O:3])[O:4][C:5]1=[O:12]. (5) Given the reactants [CH3:1][C:2]1[CH:26]=[CH:25][C:5]([CH2:6][C:7]2[S:11][C:10]([N:12]3[CH2:16][CH2:15][C@H:14]([NH:17]C(=O)OC(C)(C)C)[CH2:13]3)=[N:9][N:8]=2)=[CH:4][CH:3]=1.FC(F)(F)C(O)=O, predict the reaction product. The product is: [CH3:1][C:2]1[CH:3]=[CH:4][C:5]([CH2:6][C:7]2[S:11][C:10]([N:12]3[CH2:16][CH2:15][C@H:14]([NH2:17])[CH2:13]3)=[N:9][N:8]=2)=[CH:25][CH:26]=1. (6) Given the reactants [C:14]1(P([C:14]2[CH:19]=[CH:18][CH:17]=[CH:16][CH:15]=2)[C:14]2[CH:19]=[CH:18][CH:17]=[CH:16][CH:15]=2)[CH:19]=[CH:18][CH:17]=[CH:16][CH:15]=1.COC(=O)OC1CCCC=C1.[CH3:31][O:32][C:33]1[N:38]=[CH:37][C:36]2[CH:39]=[CH:40][NH:41][C:35]=2[CH:34]=1.C(=O)([O-])[O-].[Cs+].[Cs+], predict the reaction product. The product is: [CH:14]1([N:41]2[C:35]3[CH:34]=[C:33]([O:32][CH3:31])[N:38]=[CH:37][C:36]=3[CH:39]=[CH:40]2)[CH2:15][CH2:16][CH2:17][CH:18]=[CH:19]1. (7) Given the reactants C[O:2][C:3]1[C:8]([CH2:9][N:10]2[CH2:15][CH2:14][CH:13]([CH2:16][CH2:17][C:18]3[S:19][CH:20]=[CH:21][C:22]=3[S:23]([CH3:26])(=[O:25])=[O:24])[CH2:12][CH2:11]2)=[CH:7][CH:6]=[CH:5][N:4]=1.S(Cl)(Cl)=O.[OH-].[Na+], predict the reaction product. The product is: [O:2]=[C:3]1[C:8]([CH2:9][N:10]2[CH2:11][CH2:12][CH:13]([CH2:16][CH2:17][C:18]3[S:19][CH:20]=[CH:21][C:22]=3[S:23]([CH3:26])(=[O:25])=[O:24])[CH2:14][CH2:15]2)=[CH:7][CH:6]=[CH:5][NH:4]1.